From a dataset of Reaction yield outcomes from USPTO patents with 853,638 reactions. Predict the reaction yield, written as a fraction of the theoretical maximum amount of product (1.0 means a 100% yield; for example, 0.34 means a 34% yield). (1) The reactants are [CH2:1]([NH2:8])[CH2:2][CH2:3][CH2:4][CH2:5][CH2:6][CH3:7].[CH3:9][O:10][C:11]1[CH:16]=[CH:15][CH:14]=[CH:13][C:12]=1[CH2:17][C:18](O)=[O:19].F[B-](F)(F)F.N1(OC(N(C)C)=[N+](C)C)C2C=CC=CC=2N=N1.C(N(C(C)C)C(C)C)C. The catalyst is CN(C=O)C.CCOC(C)=O. The product is [CH2:1]([NH:8][C:18](=[O:19])[CH2:17][C:12]1[CH:13]=[CH:14][CH:15]=[CH:16][C:11]=1[O:10][CH3:9])[CH2:2][CH2:3][CH2:4][CH2:5][CH2:6][CH3:7]. The yield is 0.875. (2) The reactants are [C:1]([O:5][C@@H:6]([C:11]1[C:40]([CH3:41])=[CH:39][C:38]2=[N:42][C:35]3=[CH:36][N:37]2[C:12]=1[N:13]1[CH2:48][CH2:47][C:16]([CH3:49])([O:17][CH2:18][CH2:19][CH2:20][CH2:21][C@H:22]([CH3:46])[O:23][C:24]2[CH:25]=[C:26]([F:45])[C:27]([F:44])=[CH:28][C:29]=2[C:30]2[CH:43]=[C:34]3[CH:33]=[CH:32][CH:31]=2)[CH2:15][CH2:14]1)[C:7]([O:9]C)=[O:8])([CH3:4])([CH3:3])[CH3:2].[F:50][B-](F)(F)F.ClC1C=CC=C(Cl)[N+]=1F.O.O[Li].O. The catalyst is CC#N. The product is [C:1]([O:5][C@@H:6]([C:11]1[C:40]([CH3:41])=[CH:39][C:38]2=[N:42][C:35]3=[C:36]([F:50])[N:37]2[C:12]=1[N:13]1[CH2:48][CH2:47][C:16]([CH3:49])([O:17][CH2:18][CH2:19][CH2:20][CH2:21][C@H:22]([CH3:46])[O:23][C:24]2[CH:25]=[C:26]([F:45])[C:27]([F:44])=[CH:28][C:29]=2[C:30]2[CH:43]=[C:34]3[CH:33]=[CH:32][CH:31]=2)[CH2:15][CH2:14]1)[C:7]([OH:9])=[O:8])([CH3:4])([CH3:2])[CH3:3]. The yield is 0.0500. (3) The reactants are Br[C:2]1[CH:3]=[C:4]([N:8]2[C:16]3[CH2:15][CH2:14][N:13]([S:17]([CH3:20])(=[O:19])=[O:18])[CH2:12][C:11]=3[C:10]([C:21]([O:23][CH2:24][CH3:25])=[O:22])=[N:9]2)[CH:5]=[CH:6][CH:7]=1.[C:26]([C@:28]1([OH:35])[CH2:32][CH2:31][N:30]([CH3:33])[C:29]1=[O:34])#[CH:27]. No catalyst specified. The product is [OH:35][C@@:28]1([C:26]#[C:27][C:2]2[CH:3]=[C:4]([N:8]3[C:16]4[CH2:15][CH2:14][N:13]([S:17]([CH3:20])(=[O:18])=[O:19])[CH2:12][C:11]=4[C:10]([C:21]([O:23][CH2:24][CH3:25])=[O:22])=[N:9]3)[CH:5]=[CH:6][CH:7]=2)[CH2:32][CH2:31][N:30]([CH3:33])[C:29]1=[O:34]. The yield is 0.590. (4) The reactants are [C:1]([CH2:4][C:5]1[C:6]([F:16])=[C:7]([O:14][CH3:15])[CH:8]=[CH:9][C:10]=1[N+:11]([O-])=O)(=O)[CH3:2].C([O-])(=O)C.[NH4+]. The yield is 0.900. The catalyst is CC(C)=O.[Cl-].[Cl-].[Cl-].[Ti+3]. The product is [F:16][C:6]1[C:7]([O:14][CH3:15])=[CH:8][CH:9]=[C:10]2[C:5]=1[CH:4]=[C:1]([CH3:2])[NH:11]2. (5) The reactants are [F:1][C:2]1[CH:9]=[C:8]([Br:10])[CH:7]=[CH:6][C:3]=1[CH:4]=O.[C:11](#[N:15])[CH2:12][C:13]#[N:14].C(O)C.[BH4-].[Na+]. The catalyst is O. The product is [F:1][C:2]1[CH:9]=[C:8]([Br:10])[CH:7]=[CH:6][C:3]=1[CH2:4][CH:12]([C:11]#[N:15])[C:13]#[N:14]. The yield is 0.950. (6) The reactants are C([O:3][C:4](=O)[CH:5]([C:8]1[CH:13]=[CH:12][C:11]([Cl:14])=[CH:10][CH:9]=1)[CH2:6][CH3:7])C.O.[NH2:17][NH2:18]. The catalyst is C(O)C. The product is [Cl:14][C:11]1[CH:12]=[CH:13][C:8]([CH:5]([CH2:6][CH3:7])[C:4]([NH:17][NH2:18])=[O:3])=[CH:9][CH:10]=1. The yield is 0.820. (7) The reactants are [CH:1]1([C:4](Cl)=[O:5])[CH2:3][CH2:2]1.[Br:7][C:8]1[CH:9]=[C:10]2[C:14](=[C:15]([NH2:17])[CH:16]=1)[NH:13][CH:12]=[CH:11]2.C(N(CC)CC)C. The product is [Br:7][C:8]1[CH:9]=[C:10]2[C:14](=[C:15]([NH:17][C:4]([CH:1]3[CH2:3][CH2:2]3)=[O:5])[CH:16]=1)[NH:13][CH:12]=[CH:11]2. The yield is 0.760. The catalyst is C(Cl)Cl.